From a dataset of Catalyst prediction with 721,799 reactions and 888 catalyst types from USPTO. Predict which catalyst facilitates the given reaction. Reactant: [OH:1][P:2]([O-:5])([O-:4])=[O:3].[K+:6].[K+].[O-:8][P:9]([O-:12])([O-:11])=[O:10].[K+].[K+].[K+]. Product: [OH:3][P:2]([O-:5])([O-:4])=[O:1].[K+:6].[K+:6].[O-:10][P:9]([O-:12])([O-:11])=[O:8].[K+:6].[K+:6].[K+:6]. The catalyst class is: 6.